From a dataset of Full USPTO retrosynthesis dataset with 1.9M reactions from patents (1976-2016). Predict the reactants needed to synthesize the given product. (1) Given the product [OH:40][CH2:39][C:38]1[N:34]([C:30]2[CH:29]=[C:28]([C:27]3[CH2:26][C:25](=[O:48])[NH:24][C:9]4[CH:10]=[C:11]([C:20]([F:23])([F:21])[F:22])[C:12]([N:14]([CH2:16][CH:17]([CH3:19])[CH3:18])[CH3:15])=[CH:13][C:8]=4[N:7]=3)[CH:33]=[CH:32][CH:31]=2)[N:35]=[N:36][CH:37]=1, predict the reactants needed to synthesize it. The reactants are: C(OC(=O)[NH:7][C:8]1[CH:13]=[C:12]([N:14]([CH2:16][CH:17]([CH3:19])[CH3:18])[CH3:15])[C:11]([C:20]([F:23])([F:22])[F:21])=[CH:10][C:9]=1[NH:24][C:25](=[O:48])[CH2:26][C:27](=O)[C:28]1[CH:33]=[CH:32][CH:31]=[C:30]([N:34]2[C:38]([CH2:39][O:40]C3CCCCO3)=[CH:37][N:36]=[N:35]2)[CH:29]=1)(C)(C)C.C(O)(C(F)(F)F)=O. (2) The reactants are: CC1C=CC(S(O[CH2:12][CH2:13][CH2:14][C:15]2[C:23]3[C:18](=[CH:19][CH:20]=[C:21]([C:24]#[N:25])[CH:22]=3)[NH:17][CH:16]=2)(=O)=O)=CC=1.[CH3:26][C:27]1[CH:32]=[C:31]([CH3:33])[N:30]=[C:29]([N:34]2[CH2:39][CH2:38][NH:37][CH2:36][CH2:35]2)[N:28]=1.C(=O)([O-])[O-].[K+].[K+].[I-].[K+]. Given the product [CH3:26][C:27]1[CH:32]=[C:31]([CH3:33])[N:30]=[C:29]([N:34]2[CH2:35][CH2:36][N:37]([CH2:12][CH2:13][CH2:14][C:15]3[C:23]4[C:18](=[CH:19][CH:20]=[C:21]([C:24]#[N:25])[CH:22]=4)[NH:17][CH:16]=3)[CH2:38][CH2:39]2)[N:28]=1, predict the reactants needed to synthesize it. (3) Given the product [Cl:10][C:11]1[CH:16]=[CH:15][C:14]([S:17][C:2]2[CH:9]=[CH:8][C:5]([CH:6]=[O:7])=[CH:4][CH:3]=2)=[CH:13][CH:12]=1, predict the reactants needed to synthesize it. The reactants are: F[C:2]1[CH:9]=[CH:8][C:5]([CH:6]=[O:7])=[CH:4][CH:3]=1.[Cl:10][C:11]1[CH:16]=[CH:15][C:14]([SH:17])=[CH:13][CH:12]=1.C([O-])([O-])=O.[K+].[K+].O.